Dataset: Full USPTO retrosynthesis dataset with 1.9M reactions from patents (1976-2016). Task: Predict the reactants needed to synthesize the given product. (1) Given the product [NH2:24][C:18]1[N:17]=[C:16]([NH:25][CH2:26][CH2:27][CH2:28][CH3:29])[N:15]=[C:14]2[C:19]=1[NH:20][C:21](=[O:22])[N:13]2[CH2:12][CH2:11][N:7]1[CH2:8][CH2:9][N:4]([CH:2]([CH3:3])[CH3:1])[CH2:5][CH2:6]1, predict the reactants needed to synthesize it. The reactants are: [CH3:1][CH:2]([N:4]1[CH2:9][CH2:8][NH:7][CH2:6][CH2:5]1)[CH3:3].Br[CH2:11][CH2:12][N:13]1[C:21]([O:22]C)=[N:20][C:19]2[C:14]1=[N:15][C:16]([NH:25][CH2:26][CH2:27][CH2:28][CH3:29])=[N:17][C:18]=2[NH2:24].Cl.C(N(CC)CC)C. (2) Given the product [CH3:18][N:14]1[C:15]2[C:11](=[CH:10][C:9]([O:8][CH2:7][C@@H:5]([OH:6])[CH2:4][OH:3])=[CH:17][CH:16]=2)[C:12]([C:19]2[N:27]([S:28]([C:31]3[CH:36]=[CH:35][C:34]([CH3:37])=[CH:33][CH:32]=3)(=[O:29])=[O:30])[C:22]3=[N:23][CH:24]=[CH:25][CH:26]=[C:21]3[CH:20]=2)=[CH:13]1, predict the reactants needed to synthesize it. The reactants are: CC1(C)[O:6][C@H:5]([CH2:7][O:8][C:9]2[CH:10]=[C:11]3[C:15](=[CH:16][CH:17]=2)[N:14]([CH3:18])[CH:13]=[C:12]3[C:19]2[N:27]([S:28]([C:31]3[CH:36]=[CH:35][C:34]([CH3:37])=[CH:33][CH:32]=3)(=[O:30])=[O:29])[C:22]3=[N:23][CH:24]=[CH:25][CH:26]=[C:21]3[CH:20]=2)[CH2:4][O:3]1.Cl. (3) Given the product [C:46]([O:1][CH2:2][CH2:3][O:4][C:5]1[CH:6]=[CH:7][C:8]([CH:11]2[CH2:16][CH2:15][N:14]([C:17]([O:19][C:20]([CH3:22])([CH3:21])[CH3:23])=[O:18])[CH2:13][CH:12]2[O:24][CH2:25][C:26]2[CH:35]=[C:34]([O:36][CH2:37][C:38]3[CH:43]=[CH:42][CH:41]=[CH:40][C:39]=3[O:44][CH3:45])[C:33]3[C:28](=[CH:29][CH:30]=[CH:31][CH:32]=3)[CH:27]=2)=[CH:9][CH:10]=1)(=[O:53])[C:47]1[CH:52]=[CH:51][CH:50]=[CH:49][CH:48]=1, predict the reactants needed to synthesize it. The reactants are: [OH:1][CH2:2][CH2:3][O:4][C:5]1[CH:10]=[CH:9][C:8]([CH:11]2[CH2:16][CH2:15][N:14]([C:17]([O:19][C:20]([CH3:23])([CH3:22])[CH3:21])=[O:18])[CH2:13][CH:12]2[O:24][CH2:25][C:26]2[CH:35]=[C:34]([O:36][CH2:37][C:38]3[CH:43]=[CH:42][CH:41]=[CH:40][C:39]=3[O:44][CH3:45])[C:33]3[C:28](=[CH:29][CH:30]=[CH:31][CH:32]=3)[CH:27]=2)=[CH:7][CH:6]=1.[C:46](Cl)(=[O:53])[C:47]1[CH:52]=[CH:51][CH:50]=[CH:49][CH:48]=1. (4) Given the product [NH2:1][C:2]1[CH:7]=[CH:6][CH:5]=[CH:4][C:3]=1[NH:8][C:9](=[O:17])[C:10]1[CH:15]=[CH:14][C:13]([C:39]([CH2:40][N:28]2[CH2:29][CH2:30][N:25]([C:22]3[CH:21]=[CH:20][C:19]([F:18])=[CH:24][CH:23]=3)[CH2:26][CH2:27]2)=[CH2:38])=[CH:12][CH:11]=1, predict the reactants needed to synthesize it. The reactants are: [NH2:1][C:2]1[CH:7]=[CH:6][CH:5]=[CH:4][C:3]=1[NH:8][C:9](=[O:17])[C:10]1[CH:15]=[CH:14][C:13](I)=[CH:12][CH:11]=1.[F:18][C:19]1[CH:24]=[CH:23][C:22]([N:25]2[CH2:30][CH2:29][NH:28][CH2:27][CH2:26]2)=[CH:21][CH:20]=1.C(=O)([O-])[O-].[K+].[K+].O1C=[CH:40][CH:39]=[C:38]1P(C1OC=CC=1)C1OC=CC=1.C=C=C. (5) Given the product [NH2:14][C@@H:15]1[CH2:20][CH2:19][N:18]([C:21]2[C:22]([Cl:54])=[C:23]([NH:29][C:30]3[N:35]=[C:34]([N:36]([CH:46]4[CH2:47][CH2:48]4)[CH2:37][C:38]4[CH:39]=[CH:40][C:41]([O:44][CH3:45])=[CH:42][CH:43]=4)[C:33]4=[N:49][CH:50]=[C:51]([C:52]#[N:53])[N:32]4[N:31]=3)[CH:24]=[C:25]([C:27]#[N:28])[CH:26]=2)[CH2:17][C@H:16]1[O:55][Si:56]([C:59]([CH3:62])([CH3:61])[CH3:60])([CH3:58])[CH3:57].[NH2:14][C@@H:15]1[CH2:20][CH2:19][N:18]([C:21]2[C:22]([Cl:54])=[C:23]([NH:29][C:30]3[N:35]=[C:34]([NH:36][CH:46]4[CH2:47][CH2:48]4)[C:33]4=[N:49][CH:50]=[C:51]([C:52]#[N:53])[N:32]4[N:31]=3)[CH:24]=[C:25]([C:27]#[N:28])[CH:26]=2)[CH2:17][C@H:16]1[O:55][Si:56]([C:59]([CH3:62])([CH3:61])[CH3:60])([CH3:57])[CH3:58], predict the reactants needed to synthesize it. The reactants are: C(O)(C(F)(F)F)=O.C(OC(=O)[NH:14][C@@H:15]1[CH2:20][CH2:19][N:18]([C:21]2[CH:26]=[C:25]([C:27]#[N:28])[CH:24]=[C:23]([NH:29][C:30]3[N:35]=[C:34]([N:36]([CH:46]4[CH2:48][CH2:47]4)[CH2:37][C:38]4[CH:43]=[CH:42][C:41]([O:44][CH3:45])=[CH:40][CH:39]=4)[C:33]4=[N:49][CH:50]=[C:51]([C:52]#[N:53])[N:32]4[N:31]=3)[C:22]=2[Cl:54])[CH2:17][C@H:16]1[O:55][Si:56]([C:59]([CH3:62])([CH3:61])[CH3:60])([CH3:58])[CH3:57])(C)(C)C.C1(OC)C=CC=CC=1.